This data is from Reaction yield outcomes from USPTO patents with 853,638 reactions. The task is: Predict the reaction yield, written as a fraction of the theoretical maximum amount of product (1.0 means a 100% yield; for example, 0.34 means a 34% yield). (1) The reactants are [Br:1][C:2]1[CH:3]=[C:4]([NH:9][C:10]([C:13]2[C:17]([NH:18][CH2:19][CH2:20][O:21][CH3:22])=[N:16][O:15][N:14]=2)=[N:11][OH:12])[CH:5]=[CH:6][C:7]=1[F:8].[C:23](N1C=CN=C1)(N1C=CN=C1)=[O:24]. The catalyst is C(OCC)(=O)C. The product is [Br:1][C:2]1[CH:3]=[C:4]([N:9]2[C:23](=[O:24])[O:12][N:11]=[C:10]2[C:13]2[C:17]([NH:18][CH2:19][CH2:20][O:21][CH3:22])=[N:16][O:15][N:14]=2)[CH:5]=[CH:6][C:7]=1[F:8]. The yield is 0.980. (2) The reactants are Cl.[CH3:2][O:3][C:4](=[O:15])[C@H:5]([CH2:7][C:8]1[CH:13]=[CH:12][C:11]([OH:14])=[CH:10][CH:9]=1)[NH2:6].C(N(CC)CC)C.Cl.[C:24](Cl)(=[O:40])[CH2:25][CH2:26][CH2:27][CH2:28][CH2:29][CH2:30][CH2:31][CH2:32][CH2:33][CH2:34][CH2:35][CH2:36][CH2:37][CH2:38][CH3:39]. The catalyst is O.ClCCl. The product is [OH:14][C:11]1[CH:10]=[CH:9][C:8]([CH2:7][C@H:5]([NH:6][C:24](=[O:40])[CH2:25][CH2:26][CH2:27][CH2:28][CH2:29][CH2:30][CH2:31][CH2:32][CH2:33][CH2:34][CH2:35][CH2:36][CH2:37][CH2:38][CH3:39])[C:4]([O:3][CH3:2])=[O:15])=[CH:13][CH:12]=1. The yield is 0.908. (3) The reactants are FC(F)(F)S([O-])(=O)=O.[CH2:9]([O:12][N:13]([C@@H:36]([C:38]([O:40][CH2:41][C:42]1[CH:47]=[CH:46][CH:45]=[CH:44][CH:43]=1)=[O:39])[CH3:37])[C:14]([CH2:16][P+](C1C=CC=CC=1)(C1C=CC=CC=1)C1C=CC=CC=1)=[O:15])[CH:10]=C.O=[O+][O-].S(C)C.C([O-])([O-])=O.[K+].[K+]. The catalyst is C(Cl)Cl.O. The product is [CH2:41]([O:40][C:38](=[O:39])[C@H:36]([N:13]1[C:14](=[O:15])[CH:16]=[CH:10][CH2:9][O:12]1)[CH3:37])[C:42]1[CH:47]=[CH:46][CH:45]=[CH:44][CH:43]=1. The yield is 0.270. (4) The reactants are [C:1]1([CH3:10])[CH:6]=[CH:5][C:4]([N:7]=[C:8]=[O:9])=[CH:3][CH:2]=1.C1(C)C=CC=CC=1.[CH:18]([CH:21]1[CH2:26][CH2:25][CH2:24][CH2:23][CH:22]1[OH:27])([CH3:20])[CH3:19]. The catalyst is O. The product is [CH:18]([CH:21]1[CH2:26][CH2:25][CH2:24][CH2:23][CH:22]1[O:27][C:8](=[O:9])[NH:7][C:4]1[CH:5]=[CH:6][C:1]([CH3:10])=[CH:2][CH:3]=1)([CH3:20])[CH3:19]. The yield is 0.560. (5) The reactants are [N:1]12[CH2:8][CH2:7][CH:4]([CH2:5][CH2:6]1)[CH:3]([NH2:9])[CH2:2]2.C1N=CN([C:15](N2C=NC=C2)=[O:16])C=1.[CH:22]1[C:31]2[C:26](=[CH:27][CH:28]=[CH:29][CH:30]=2)[CH:25]=[CH:24][C:23]=1[C:32]([NH2:35])([CH3:34])[CH3:33]. No catalyst specified. The product is [CH:22]1[C:31]2[C:26](=[CH:27][CH:28]=[CH:29][CH:30]=2)[CH:25]=[CH:24][C:23]=1[C:32]([NH:35][C:15]([NH:9][CH:3]1[CH:4]2[CH2:7][CH2:8][N:1]([CH2:6][CH2:5]2)[CH2:2]1)=[O:16])([CH3:33])[CH3:34]. The yield is 0.490. (6) The reactants are I[C:2]1[C:7]2[N:8]=[C:9]([S:12][CH3:13])[N:10]=[CH:11][C:6]=2[C:5](=[O:14])[NH:4][CH:3]=1.C([N:22]1[C:30]2[C:25](=[CH:26][CH:27]=[C:28]([C:31]#[N:32])[CH:29]=2)[C:24](B(O)O)=[CH:23]1)(OC(C)(C)C)=O.O.O.O.P([O-])([O-])([O-])=O.[K+].[K+].[K+]. The catalyst is O1CCCC1.O. The product is [CH3:13][S:12][C:9]1[N:10]=[CH:11][C:6]2[C:5](=[O:14])[NH:4][CH:3]=[C:2]([C:24]3[C:25]4[C:30](=[CH:29][C:28]([C:31]#[N:32])=[CH:27][CH:26]=4)[NH:22][CH:23]=3)[C:7]=2[N:8]=1. The yield is 0.140. (7) The reactants are [S:1]([C:8]1[CH:14]=[CH:13][C:11]([CH3:12])=[CH:10][CH:9]=1)([O:4]CCC)(=[O:3])=[O:2]. The catalyst is CN(C)C=O.CC(OC)(C)C. The product is [CH3:12][C:11]1[CH:13]=[CH:14][C:8]([S:1]([OH:4])(=[O:3])=[O:2])=[CH:9][CH:10]=1. The yield is 0.500. (8) The reactants are FC(F)(F)C(O)=O.[F:8][C:9]1[CH:10]=[CH:11][C:12]2[N:13]([C:15]([C:18]3[N:23]=[C:22]([NH:24][C@@H:25]4[CH2:30][CH2:29][CH2:28][N:27](C(OC(C)(C)C)=O)[CH2:26]4)[CH:21]=[C:20]([N:38]4[CH:42]=[N:41][CH:40]=[N:39]4)[N:19]=3)=[CH:16][N:17]=2)[CH:14]=1. The catalyst is C(Cl)Cl.O. The yield is 0.780. The product is [F:8][C:9]1[CH:10]=[CH:11][C:12]2[N:13]([C:15]([C:18]3[N:23]=[C:22]([NH:24][C@@H:25]4[CH2:30][CH2:29][CH2:28][NH:27][CH2:26]4)[CH:21]=[C:20]([N:38]4[CH:42]=[N:41][CH:40]=[N:39]4)[N:19]=3)=[CH:16][N:17]=2)[CH:14]=1. (9) The reactants are [S:1]1([C:12]2[C:7](=[CH:8][CH:9]=[CH:10][CH:11]=2)[C:5](=[O:6])[NH:4]1)(=[O:3])=[O:2].[H-].[Na+].Br[CH2:16][CH2:17][CH2:18][CH2:19][O:20][C:21]1[CH:26]=[CH:25][C:24]([Cl:27])=[CH:23][CH:22]=1. The catalyst is CN(C=O)C. The product is [Cl:27][C:24]1[CH:25]=[CH:26][C:21]([O:20][CH2:19][CH2:18][CH2:17][CH2:16][N:4]2[C:5](=[O:6])[C:7]3[C:12](=[CH:11][CH:10]=[CH:9][CH:8]=3)[S:1]2(=[O:2])=[O:3])=[CH:22][CH:23]=1. The yield is 0.570.